This data is from Peptide-MHC class I binding affinity with 185,985 pairs from IEDB/IMGT. The task is: Regression. Given a peptide amino acid sequence and an MHC pseudo amino acid sequence, predict their binding affinity value. This is MHC class I binding data. (1) The MHC is HLA-A31:01 with pseudo-sequence HLA-A31:01. The binding affinity (normalized) is 1.00. The peptide sequence is KFYGPFVDR. (2) The MHC is HLA-A02:01 with pseudo-sequence HLA-A02:01. The binding affinity (normalized) is 0.481. The peptide sequence is AIILASFSA. (3) The peptide sequence is YSVKEPSFTI. The MHC is H-2-Db with pseudo-sequence H-2-Db. The binding affinity (normalized) is 0.0778. (4) The peptide sequence is MIFFNPVSF. The MHC is HLA-B15:01 with pseudo-sequence HLA-B15:01. The binding affinity (normalized) is 0.793. (5) The peptide sequence is AEMKTDAA. The MHC is HLA-A30:02 with pseudo-sequence HLA-A30:02. The binding affinity (normalized) is 0. (6) The peptide sequence is DAYNIADAAR. The MHC is HLA-A68:01 with pseudo-sequence HLA-A68:01. The binding affinity (normalized) is 0.977.